This data is from Full USPTO retrosynthesis dataset with 1.9M reactions from patents (1976-2016). The task is: Predict the reactants needed to synthesize the given product. (1) Given the product [CH3:1][C:2]1[CH:7]=[C:6]([CH3:8])[NH:5][C:4](=[O:9])[C:3]=1[CH2:10][NH:11][C:12]([C:14]1[C:15]([CH3:35])=[C:16]([N:19]([CH2:33][CH3:34])[CH:20]2[CH2:21][CH2:22][NH:23][CH2:24][CH2:25]2)[S:17][CH:18]=1)=[O:13], predict the reactants needed to synthesize it. The reactants are: [CH3:1][C:2]1[CH:7]=[C:6]([CH3:8])[NH:5][C:4](=[O:9])[C:3]=1[CH2:10][NH:11][C:12]([C:14]1[C:15]([CH3:35])=[C:16]([N:19]([CH2:33][CH3:34])[CH:20]2[CH2:25][CH2:24][N:23](C(OC(C)(C)C)=O)[CH2:22][CH2:21]2)[S:17][CH:18]=1)=[O:13].Cl. (2) The reactants are: [CH3:1][C:2]1[N:7]=[CH:6][C:5]([O:8][C:9]2[N:16]=[CH:15][CH:14]=[CH:13][C:10]=2[C:11]#[N:12])=[CH:4][CH:3]=1. Given the product [CH3:1][C:2]1[N:7]=[CH:6][C:5]([O:8][C:9]2[C:10]([CH2:11][NH2:12])=[CH:13][CH:14]=[CH:15][N:16]=2)=[CH:4][CH:3]=1, predict the reactants needed to synthesize it. (3) Given the product [CH3:27][O:28][C:29]([C:31]1[CH:6]=[C:5]([C:8]2[CH:9]=[CH:10][C:11]([N+:14]([O-:16])=[O:15])=[CH:12][CH:13]=2)[CH:4]=[CH:3][C:17]=1[O:19][CH3:20])=[O:30], predict the reactants needed to synthesize it. The reactants are: OC1C=[CH:6][C:5]([C:8]2[CH:13]=[CH:12][C:11]([N+:14]([O-:16])=[O:15])=[CH:10][CH:9]=2)=[CH:4][C:3]=1[C:17]([OH:19])=O.[C:20]([O-])([O-])=O.[K+].[K+].C[CH2:27][O:28][C:29]([CH3:31])=[O:30]. (4) Given the product [CH3:13][C:12]1[N:1]=[C:2]2[N:6]([C:8]=1[C:9](=[O:11])[CH3:10])[CH:5]=[CH:4][S:3]2, predict the reactants needed to synthesize it. The reactants are: [NH2:1][C:2]1[S:3][CH:4]=[CH:5][N:6]=1.Cl[CH:8]([CH2:12][CH:13]=O)[C:9](=[O:11])[CH3:10]. (5) Given the product [F:1][C:2]1[C:24]([F:25])=[CH:23][CH:22]=[CH:21][C:3]=1[O:4][CH2:5]/[CH:6]=[CH:7]/[CH2:8][CH:9]([N:16]1[CH:20]=[N:19][CH:18]=[N:17]1)[CH:10]([OH:15])[C:11]([CH3:14])([CH3:13])[CH3:12], predict the reactants needed to synthesize it. The reactants are: [F:1][C:2]1[C:24]([F:25])=[CH:23][CH:22]=[CH:21][C:3]=1[O:4][CH2:5]/[CH:6]=[CH:7]/[CH2:8][CH:9]([N:16]1[CH:20]=[N:19][CH:18]=[N:17]1)[C:10](=[O:15])[C:11]([CH3:14])([CH3:13])[CH3:12].[BH4-].[Na+].[NH4+].[Cl-].